Dataset: Full USPTO retrosynthesis dataset with 1.9M reactions from patents (1976-2016). Task: Predict the reactants needed to synthesize the given product. (1) Given the product [CH2:15]([O:14][C:12]([N:6]1[CH:5]([C:3]([OH:4])=[O:2])[CH2:11][C:8]2([CH2:9][CH2:10]2)[CH2:7]1)=[O:13])[C:16]1[CH:21]=[CH:20][CH:19]=[CH:18][CH:17]=1, predict the reactants needed to synthesize it. The reactants are: C[O:2][C:3]([CH:5]1[CH2:11][C:8]2([CH2:10][CH2:9]2)[CH2:7][N:6]1[C:12]([O:14][CH2:15][C:16]1[CH:21]=[CH:20][CH:19]=[CH:18][CH:17]=1)=[O:13])=[O:4].[Li+].[OH-].Cl. (2) Given the product [Cl:1][C:2]1[C:3]2[N:4]([CH:19]=[CH:20][N:21]=2)[C:5]([C:12]2[CH:17]=[CH:16][CH:15]=[C:14]([F:18])[CH:13]=2)=[C:6]([C:8]([OH:10])=[O:9])[CH:7]=1, predict the reactants needed to synthesize it. The reactants are: [Cl:1][C:2]1[C:3]2[N:4]([CH:19]=[CH:20][N:21]=2)[C:5]([C:12]2[CH:17]=[CH:16][CH:15]=[C:14]([F:18])[CH:13]=2)=[C:6]([C:8]([O:10]C)=[O:9])[CH:7]=1.[OH-].[Na+].O.Cl. (3) Given the product [CH2:1]=[CH:2][C:3](=[CH2:6])[CH3:4].[CH2:20]=[CH:15][CH:16]=[CH2:17], predict the reactants needed to synthesize it. The reactants are: [CH2:1]=[CH:2][CH:3]=[CH2:4].[H-].[CH2:6]([Al+]CC(C)C)C(C)C.[C:15]1([Si]([C:15]2[CH:20]=CC=[CH:17][CH:16]=2)([C:15]2[CH:20]=CC=[CH:17][CH:16]=2)O)[CH:20]=CC=[CH:17][CH:16]=1.[Nd].C(Br)C=C.